From a dataset of Forward reaction prediction with 1.9M reactions from USPTO patents (1976-2016). Predict the product of the given reaction. (1) Given the reactants Cl[C:2]1[N:10]=[CH:9][CH:8]=[CH:7][C:3]=1[C:4]([OH:6])=[O:5].[Br:11][C:12]1[C:17]([Cl:18])=[CH:16][C:15]([OH:19])=[C:14]([Cl:20])[CH:13]=1.C(=O)([O-])[O-].[Cs+].[Cs+].Cl, predict the reaction product. The product is: [Br:11][C:12]1[C:17]([Cl:18])=[CH:16][C:15]([O:19][C:2]2[N:10]=[CH:9][CH:8]=[CH:7][C:3]=2[C:4]([OH:6])=[O:5])=[C:14]([Cl:20])[CH:13]=1. (2) Given the reactants [CH3:1][S:2]([C:5]1[CH:10]=[CH:9][C:8]([CH2:11][CH2:12][CH2:13][N:14]2[CH2:19][CH2:18][CH2:17][C@@H:16]([CH2:20][N:21]3[CH2:26][CH2:25][NH:24][CH2:23][CH2:22]3)[CH2:15]2)=[CH:7][CH:6]=1)(=[O:4])=[O:3].[Cl:27][C:28]1[CH:29]=[C:30]([N:35]=[C:36]=[O:37])[CH:31]=[CH:32][C:33]=1[F:34], predict the reaction product. The product is: [Cl:27][C:28]1[CH:29]=[C:30]([NH:35][C:36]([N:24]2[CH2:25][CH2:26][N:21]([CH2:20][C@@H:16]3[CH2:17][CH2:18][CH2:19][N:14]([CH2:13][CH2:12][CH2:11][C:8]4[CH:7]=[CH:6][C:5]([S:2]([CH3:1])(=[O:3])=[O:4])=[CH:10][CH:9]=4)[CH2:15]3)[CH2:22][CH2:23]2)=[O:37])[CH:31]=[CH:32][C:33]=1[F:34]. (3) Given the reactants Cl[C:2]1[N:6]([CH2:7][O:8][CH2:9][CH2:10][Si:11]([CH3:14])([CH3:13])[CH3:12])[N:5]=[CH:4][C:3]=1[N+:15]([O-:17])=[O:16].[CH3:18][CH:19]1[CH2:24][CH2:23][CH2:22][NH:21][CH2:20]1, predict the reaction product. The product is: [CH3:18][CH:19]1[CH2:24][CH2:23][CH2:22][N:21]([C:2]2[N:6]([CH2:7][O:8][CH2:9][CH2:10][Si:11]([CH3:14])([CH3:13])[CH3:12])[N:5]=[CH:4][C:3]=2[N+:15]([O-:17])=[O:16])[CH2:20]1. (4) Given the reactants [Cl:1][C:2]1[CH:17]=[CH:16][C:5]2[N:6]=[C:7]([NH2:15])[C:8]3[CH:9]=[CH:10][C:11]([CH3:14])=[N:12][C:13]=3[C:4]=2[CH:3]=1.I[C:19]1[CH:24]=[C:23]([CH2:25][CH:26]([CH3:28])[CH3:27])[C:22]([CH2:29][CH:30]([CH3:32])[CH3:31])=[CH:21][C:20]=1I.CNCCNC.C([O-])([O-])=O.[Cs+].[Cs+], predict the reaction product. The product is: [Cl:1][C:2]1[CH:17]=[CH:16][C:5]2[N:6]3[C:20]4[CH:21]=[C:22]([CH2:29][CH:30]([CH3:32])[CH3:31])[C:23]([CH2:25][CH:26]([CH3:27])[CH3:28])=[CH:24][C:19]=4[N:15]=[C:7]3[C:8]3[CH:9]=[CH:10][C:11]([CH3:14])=[N:12][C:13]=3[C:4]=2[CH:3]=1.